This data is from NCI-60 drug combinations with 297,098 pairs across 59 cell lines. The task is: Regression. Given two drug SMILES strings and cell line genomic features, predict the synergy score measuring deviation from expected non-interaction effect. (1) Drug 1: CC1OCC2C(O1)C(C(C(O2)OC3C4COC(=O)C4C(C5=CC6=C(C=C35)OCO6)C7=CC(=C(C(=C7)OC)O)OC)O)O. Drug 2: C1CCC(C(C1)N)N.C(=O)(C(=O)[O-])[O-].[Pt+4]. Cell line: SK-MEL-5. Synergy scores: CSS=14.7, Synergy_ZIP=-10.6, Synergy_Bliss=-4.93, Synergy_Loewe=-7.89, Synergy_HSA=-4.01. (2) Drug 1: C(=O)(N)NO. Drug 2: COC1=NC(=NC2=C1N=CN2C3C(C(C(O3)CO)O)O)N. Cell line: NCI/ADR-RES. Synergy scores: CSS=1.78, Synergy_ZIP=-2.03, Synergy_Bliss=-2.70, Synergy_Loewe=-0.904, Synergy_HSA=-1.24. (3) Drug 1: CC1=C(C=C(C=C1)NC(=O)C2=CC=C(C=C2)CN3CCN(CC3)C)NC4=NC=CC(=N4)C5=CN=CC=C5. Drug 2: CC1C(C(CC(O1)OC2CC(CC3=C2C(=C4C(=C3O)C(=O)C5=C(C4=O)C(=CC=C5)OC)O)(C(=O)CO)O)N)O.Cl. Cell line: NCI-H226. Synergy scores: CSS=26.0, Synergy_ZIP=1.04, Synergy_Bliss=3.30, Synergy_Loewe=-20.9, Synergy_HSA=0.846. (4) Drug 1: CC1C(C(CC(O1)OC2CC(CC3=C2C(=C4C(=C3O)C(=O)C5=C(C4=O)C(=CC=C5)OC)O)(C(=O)CO)O)N)O.Cl. Drug 2: CN(CC1=CN=C2C(=N1)C(=NC(=N2)N)N)C3=CC=C(C=C3)C(=O)NC(CCC(=O)O)C(=O)O. Cell line: HCT116. Synergy scores: CSS=83.7, Synergy_ZIP=-0.444, Synergy_Bliss=-1.51, Synergy_Loewe=-1.84, Synergy_HSA=-0.942. (5) Drug 1: C1=CC(=CC=C1CC(C(=O)O)N)N(CCCl)CCCl.Cl. Drug 2: CC1C(C(CC(O1)OC2CC(OC(C2O)C)OC3=CC4=CC5=C(C(=O)C(C(C5)C(C(=O)C(C(C)O)O)OC)OC6CC(C(C(O6)C)O)OC7CC(C(C(O7)C)O)OC8CC(C(C(O8)C)O)(C)O)C(=C4C(=C3C)O)O)O)O. Cell line: RXF 393. Synergy scores: CSS=15.0, Synergy_ZIP=2.34, Synergy_Bliss=9.48, Synergy_Loewe=8.59, Synergy_HSA=8.59. (6) Drug 1: C1CN(CCN1C(=O)CCBr)C(=O)CCBr. Drug 2: C1CC(=O)NC(=O)C1N2C(=O)C3=CC=CC=C3C2=O. Cell line: SK-MEL-5. Synergy scores: CSS=28.5, Synergy_ZIP=-9.19, Synergy_Bliss=-1.58, Synergy_Loewe=-5.17, Synergy_HSA=-2.00. (7) Synergy scores: CSS=11.8, Synergy_ZIP=-0.289, Synergy_Bliss=-0.911, Synergy_Loewe=-0.906, Synergy_HSA=-1.27. Drug 1: CC1OCC2C(O1)C(C(C(O2)OC3C4COC(=O)C4C(C5=CC6=C(C=C35)OCO6)C7=CC(=C(C(=C7)OC)O)OC)O)O. Drug 2: CC1C(C(=O)NC(C(=O)N2CCCC2C(=O)N(CC(=O)N(C(C(=O)O1)C(C)C)C)C)C(C)C)NC(=O)C3=C4C(=C(C=C3)C)OC5=C(C(=O)C(=C(C5=N4)C(=O)NC6C(OC(=O)C(N(C(=O)CN(C(=O)C7CCCN7C(=O)C(NC6=O)C(C)C)C)C)C(C)C)C)N)C. Cell line: DU-145. (8) Drug 2: CN1CCC(CC1)COC2=C(C=C3C(=C2)N=CN=C3NC4=C(C=C(C=C4)Br)F)OC. Drug 1: CC12CCC(CC1=CCC3C2CCC4(C3CC=C4C5=CN=CC=C5)C)O. Synergy scores: CSS=15.8, Synergy_ZIP=-5.76, Synergy_Bliss=-1.39, Synergy_Loewe=-5.93, Synergy_HSA=-0.266. Cell line: OVCAR3. (9) Drug 1: CC1C(C(CC(O1)OC2CC(OC(C2O)C)OC3=CC4=CC5=C(C(=O)C(C(C5)C(C(=O)C(C(C)O)O)OC)OC6CC(C(C(O6)C)O)OC7CC(C(C(O7)C)O)OC8CC(C(C(O8)C)O)(C)O)C(=C4C(=C3C)O)O)O)O. Drug 2: COC1=NC(=NC2=C1N=CN2C3C(C(C(O3)CO)O)O)N. Cell line: HOP-62. Synergy scores: CSS=60.5, Synergy_ZIP=1.83, Synergy_Bliss=1.41, Synergy_Loewe=-10.2, Synergy_HSA=-1.07. (10) Synergy scores: CSS=24.6, Synergy_ZIP=-6.81, Synergy_Bliss=11.4, Synergy_Loewe=-7.52, Synergy_HSA=5.52. Drug 1: CCC1(CC2CC(C3=C(CCN(C2)C1)C4=CC=CC=C4N3)(C5=C(C=C6C(=C5)C78CCN9C7C(C=CC9)(C(C(C8N6C=O)(C(=O)OC)O)OC(=O)C)CC)OC)C(=O)OC)O.OS(=O)(=O)O. Drug 2: N.N.Cl[Pt+2]Cl. Cell line: HCC-2998.